Predict the reactants needed to synthesize the given product. From a dataset of Full USPTO retrosynthesis dataset with 1.9M reactions from patents (1976-2016). (1) Given the product [CH3:11][N:7]1[CH:8]=[CH:9][N:10]=[C:6]1[CH2:5][CH2:4][C:3]([OH:12])=[O:2], predict the reactants needed to synthesize it. The reactants are: C[O:2][C:3](=[O:12])[CH2:4][CH2:5][C:6]1[N:7]([CH3:11])[CH:8]=[CH:9][N:10]=1.Cl. (2) The reactants are: [F:1][C:2]1[CH:3]=[C:4]([O:16][CH2:17][C:18]2[CH:23]=[CH:22][CH:21]=[CH:20][CH:19]=2)[C:5]([O:14][CH3:15])=[C:6]([CH:8]([C:11](=O)[CH3:12])[C:9]#[N:10])[CH:7]=1.Cl.[C:25]([NH:29][NH2:30])([CH3:28])([CH3:27])[CH3:26]. Given the product [CH3:26][C:25]([N:29]1[C:9]([NH2:10])=[C:8]([C:6]2[CH:7]=[C:2]([F:1])[CH:3]=[C:4]([O:16][CH2:17][C:18]3[CH:19]=[CH:20][CH:21]=[CH:22][CH:23]=3)[C:5]=2[O:14][CH3:15])[C:11]([CH3:12])=[N:30]1)([CH3:28])[CH3:27], predict the reactants needed to synthesize it. (3) Given the product [CH:1]1([CH2:7][N:8]2[C:12]([C:13]3[CH:14]=[C:15]([C:23]([CH3:25])([CH3:26])[CH3:24])[CH:16]=[C:17]([C:19]([CH3:22])([CH3:21])[CH3:20])[CH:18]=3)=[N:11][C:10]([C:27]([OH:29])=[O:28])=[N:9]2)[CH2:2][CH2:3][CH2:4][CH2:5][CH2:6]1, predict the reactants needed to synthesize it. The reactants are: [CH:1]1([CH2:7][N:8]2[C:12]([C:13]3[CH:18]=[C:17]([C:19]([CH3:22])([CH3:21])[CH3:20])[CH:16]=[C:15]([C:23]([CH3:26])([CH3:25])[CH3:24])[CH:14]=3)=[N:11][C:10]([C:27]([O:29]C)=[O:28])=[N:9]2)[CH2:6][CH2:5][CH2:4][CH2:3][CH2:2]1.O[Li].O. (4) Given the product [F:26][C:2]([F:1])([F:27])[C:3]1[CH:4]=[C:5]([NH:13][C:14]([NH:28][CH:29]([CH3:30])[C:31]([CH3:34])([CH3:33])[CH3:32])=[C:15]([S:18]([CH:21]([CH3:22])[CH3:23])(=[O:19])=[O:20])[C:16]#[N:17])[CH:6]=[C:7]([C:9]([F:10])([F:12])[F:11])[CH:8]=1, predict the reactants needed to synthesize it. The reactants are: [F:1][C:2]([F:27])([F:26])[C:3]1[CH:4]=[C:5]([NH:13][C:14](SC)=[C:15]([S:18]([CH:21]([CH3:23])[CH3:22])(=[O:20])=[O:19])[C:16]#[N:17])[CH:6]=[C:7]([C:9]([F:12])([F:11])[F:10])[CH:8]=1.[NH2:28][CH:29]([C:31]([CH3:34])([CH3:33])[CH3:32])[CH3:30]. (5) Given the product [Cl:37][C:32]1[CH:31]=[C:30]([NH:29][C:20]2[C:19]3[C:24](=[CH:25][CH:26]=[C:17]([NH:16][CH2:15][C:12]4[CH:13]=[CH:14][C:9]([O:8][CH2:7][C:6]([OH:40])=[O:5])=[C:10]([C:38]#[N:39])[CH:11]=4)[CH:18]=3)[N:23]=[CH:22][C:21]=2[C:27]#[N:28])[CH:35]=[CH:34][C:33]=1[F:36], predict the reactants needed to synthesize it. The reactants are: C([O:5][C:6](=[O:40])[CH2:7][O:8][C:9]1[CH:14]=[CH:13][C:12]([CH2:15][NH:16][C:17]2[CH:18]=[C:19]3[C:24](=[CH:25][CH:26]=2)[N:23]=[CH:22][C:21]([C:27]#[N:28])=[C:20]3[NH:29][C:30]2[CH:35]=[CH:34][C:33]([F:36])=[C:32]([Cl:37])[CH:31]=2)=[CH:11][C:10]=1[C:38]#[N:39])(C)(C)C.O.O.O.O.O.O.O.[Cl-].[Ce+3].[Cl-].[Cl-].[I-].[K+]. (6) The reactants are: [NH2:1][C:2]1[CH:3]=[C:4]([NH:8][C:9]2[N:14]=[C:13]([NH:15][C:16]3[CH:21]=[CH:20][CH:19]=[C:18]([NH2:22])[CH:17]=3)[C:12]([F:23])=[CH:11][N:10]=2)[CH:5]=[CH:6][CH:7]=1.Br[CH2:25][C:26]([O:28][CH2:29][CH3:30])=[O:27]. Given the product [CH2:29]([O:28][C:26]([CH:25]=[N:1][C:2]1[CH:3]=[C:4]([N:8]([CH2:25][C:26]([O:28][CH2:29][CH3:30])=[O:27])[C:9]2[N:14]=[C:13]([NH:15][C:16]3[CH:21]=[CH:20][CH:19]=[C:18]([N:22]=[CH:25][C:26]([O:28][CH2:29][CH3:30])=[O:27])[CH:17]=3)[C:12]([F:23])=[CH:11][N:10]=2)[CH:5]=[CH:6][CH:7]=1)=[O:27])[CH3:30], predict the reactants needed to synthesize it.